The task is: Predict which catalyst facilitates the given reaction.. This data is from Catalyst prediction with 721,799 reactions and 888 catalyst types from USPTO. (1) Reactant: [Br:1][C:2]1[C:7]([CH3:8])=[CH:6][CH:5]=[CH:4][C:3]=1[C:9]([C:11]1[O:12][CH2:13][CH2:14][CH:15]=1)=[O:10]. Product: [Br:1][C:2]1[C:7]([CH3:8])=[CH:6][CH:5]=[CH:4][C:3]=1[C:9]([CH:11]1[CH2:15][CH2:14][CH2:13][O:12]1)=[O:10]. The catalyst class is: 25. (2) Reactant: [N-:1]=[N+:2]=[N-:3].[Na+].Cl.[CH2:6]([N:8](CC)CC)C.FC(F)(F)C(O)=O.CS([C:24]1[CH:25]=[C:26]([C:30]2[CH:35]=[CH:34][CH:33]=[C:32]([C:36]3[C:40]([C:41]4[N:42]=[C:43]([CH:46]5[CH2:51][CH2:50][N:49]([C:52](=[O:59])[CH2:53][C:54]6[S:55][CH:56]=[CH:57][CH:58]=6)[CH2:48][CH2:47]5)[S:44][CH:45]=4)=[C:39]([CH3:60])[O:38][N:37]=3)[CH:31]=2)[CH:27]=[CH:28][CH:29]=1)(=O)=O. Product: [CH3:60][C:39]1[O:38][N:37]=[C:36]([C:32]2[CH:31]=[C:30]([C:26]3[CH:27]=[CH:28][C:29]([C:6]4[NH:8][N:3]=[N:2][N:1]=4)=[CH:24][CH:25]=3)[CH:35]=[CH:34][CH:33]=2)[C:40]=1[C:41]1[N:42]=[C:43]([CH:46]2[CH2:51][CH2:50][N:49]([C:52](=[O:59])[CH2:53][C:54]3[S:55][CH:56]=[CH:57][CH:58]=3)[CH2:48][CH2:47]2)[S:44][CH:45]=1. The catalyst class is: 39.